The task is: Predict the reaction yield, written as a fraction of the theoretical maximum amount of product (1.0 means a 100% yield; for example, 0.34 means a 34% yield).. This data is from Reaction yield outcomes from USPTO patents with 853,638 reactions. (1) The reactants are C(OC([N:11]1[CH2:15][C@H:14]([OH:16])[CH2:13][C@H:12]1[CH2:17][O:18][Si:19]([C:22]([CH3:25])([CH3:24])[CH3:23])([CH3:21])[CH3:20])=O)C1C=CC=CC=1.O[C@H]1[C@@H]2CC(=C)CN2C(=O)C2C=C(I)C=CC=2N1NC(OCC(Cl)(Cl)Cl)=O.C(OC(N1C[C@H](O)C[C@H]1CO[Si](C(C)(C)C)(C)C)=O)C=C. The yield is 1.00. The catalyst is C(OCC)(=O)C.C(O)C.[Pd]. The product is [Si:19]([O:18][CH2:17][C@@H:12]1[CH2:13][C@@H:14]([OH:16])[CH2:15][NH:11]1)([C:22]([CH3:25])([CH3:24])[CH3:23])([CH3:21])[CH3:20]. (2) The reactants are [N:1]1([C:8]([O:10]C(C)(C)C)=O)[CH2:7][CH2:6][CH2:5][NH:4][CH2:3][CH2:2]1.CC1C=CC(S(O[CH2:26][CH:27]2[CH2:32][CH2:31][CH2:30][N:29]([CH2:33][CH3:34])[CH2:28]2)(=O)=O)=CC=1.C(=O)([O-])[O-].[K+].[K+].C(N(C(C)C)CC)(C)C.[Cl:50][C:51]1[CH:52]=[C:53]([N:58]=C=O)[CH:54]=[CH:55][C:56]=1[Cl:57]. The catalyst is C(#N)C.ClCCl.CN(C)C=O. The product is [Cl:50][C:51]1[CH:52]=[C:53]([NH:58][C:8]([N:1]2[CH2:7][CH2:6][CH2:5][N:4]([CH2:26][CH:27]3[CH2:32][CH2:31][CH2:30][N:29]([CH2:33][CH3:34])[CH2:28]3)[CH2:3][CH2:2]2)=[O:10])[CH:54]=[CH:55][C:56]=1[Cl:57]. The yield is 0.560. (3) The reactants are [Br:1][C:2]1[CH:3]=[C:4]([OH:15])[C:5]([NH:8][C:9]2[S:10][CH:11]=[C:12]([CH3:14])[N:13]=2)=[N:6][CH:7]=1.C([O-])([O-])=O.[K+].[K+].[Cl:22][CH2:23][C:24]1[CH:29]=[CH:28][CH:27]=[C:26]([O:30][CH3:31])[CH:25]=1. No catalyst specified. The product is [ClH:22].[CH3:31][O:30][C:26]1[CH:25]=[C:24]([CH:29]=[CH:28][CH:27]=1)[CH2:23][O:15][C:4]1[C:5]([NH:8][C:9]2[S:10][CH:11]=[C:12]([CH3:14])[N:13]=2)=[N:6][CH:7]=[C:2]([Br:1])[CH:3]=1. The yield is 0.0704. (4) The reactants are [CH:1]1([C:4]2[C:5]([N:24]([C:29]3[CH:34]=[CH:33][C:32]([B:35]4[O:39]C(C)(C)C(C)(C)[O:36]4)=[CH:31][C:30]=3[F:44])[S:25]([CH3:28])(=[O:27])=[O:26])=[CH:6][C:7]3[O:11][C:10]([C:12]4[CH:17]=[CH:16][C:15]([F:18])=[CH:14][CH:13]=4)=[C:9]([C:19]([NH:21][CH3:22])=[O:20])[C:8]=3[CH:23]=2)[CH2:3][CH2:2]1.C1(B(O)O)C=CC=CC=1.Cl. The catalyst is O1CCCC1. The product is [CH:1]1([C:4]2[C:5]([N:24]([C:29]3[CH:34]=[CH:33][C:32]([B:35]([OH:39])[OH:36])=[CH:31][C:30]=3[F:44])[S:25]([CH3:28])(=[O:27])=[O:26])=[CH:6][C:7]3[O:11][C:10]([C:12]4[CH:17]=[CH:16][C:15]([F:18])=[CH:14][CH:13]=4)=[C:9]([C:19](=[O:20])[NH:21][CH3:22])[C:8]=3[CH:23]=2)[CH2:3][CH2:2]1. The yield is 0.350. (5) The product is [CH2:13]([O:12][C:10]([NH:9][C@@H:7]([CH3:8])[CH2:6][N:20]([C:25]([O:27][C:28]([CH3:31])([CH3:30])[CH3:29])=[O:26])[CH2:21][CH2:22][CH2:23][OH:24])=[O:11])[C:14]1[CH:19]=[CH:18][CH:17]=[CH:16][CH:15]=1. The catalyst is O1CCCC1. The reactants are CS(O[CH2:6][C@@H:7]([NH:9][C:10]([O:12][CH2:13][C:14]1[CH:19]=[CH:18][CH:17]=[CH:16][CH:15]=1)=[O:11])[CH3:8])(=O)=O.[NH2:20][CH2:21][CH2:22][CH2:23][OH:24].[C:25](O[C:25]([O:27][C:28]([CH3:31])([CH3:30])[CH3:29])=[O:26])([O:27][C:28]([CH3:31])([CH3:30])[CH3:29])=[O:26]. The yield is 0.637. (6) The reactants are [N+:1]([C:4]1[CH:5]=[C:6]([CH2:10][OH:11])[CH:7]=[CH:8][CH:9]=1)([O-:3])=[O:2].N1C=CN=C1.[CH3:17][C:18]([Si:21](Cl)([CH3:23])[CH3:22])([CH3:20])[CH3:19]. The catalyst is C(Cl)Cl. The product is [C:18]([Si:21]([CH3:23])([CH3:22])[O:11][CH2:10][C:6]1[CH:7]=[CH:8][CH:9]=[C:4]([N+:1]([O-:3])=[O:2])[CH:5]=1)([CH3:20])([CH3:19])[CH3:17]. The yield is 0.900. (7) The reactants are [Cl:1][C:2]1[CH:7]=[CH:6][CH:5]=[CH:4][C:3]=1[C:8]1[C:12]([CH:13]=O)=[CH:11][N:10]([CH3:15])[N:9]=1.[N:16]1([C:22]([O:24][C:25]([CH3:28])([CH3:27])[CH3:26])=[O:23])[CH2:21][CH2:20][NH:19][CH2:18][CH2:17]1.C(N(CC)CC)C.C(O[BH-](OC(=O)C)OC(=O)C)(=O)C.[Na+]. The catalyst is ClCCCl. The product is [Cl:1][C:2]1[CH:7]=[CH:6][CH:5]=[CH:4][C:3]=1[C:8]1[C:12]([CH2:13][N:19]2[CH2:18][CH2:17][N:16]([C:22]([O:24][C:25]([CH3:28])([CH3:27])[CH3:26])=[O:23])[CH2:21][CH2:20]2)=[CH:11][N:10]([CH3:15])[N:9]=1. The yield is 0.850. (8) The reactants are Br[C:2]1[C:3]([C:9]#[N:10])=[N:4][CH:5]=[C:6](C)[CH:7]=1.[C:11]([O-])([O-])=O.[K+].[K+].[N:17]1[NH:18][N:19]=[CH:20][CH:21]=1. The catalyst is CN(C=O)C. The product is [CH3:11][C:5]1[N:4]=[C:3]([C:9]#[N:10])[C:2]([N:18]2[N:19]=[CH:20][CH:21]=[N:17]2)=[CH:7][CH:6]=1. The yield is 0.480.